Dataset: Reaction yield outcomes from USPTO patents with 853,638 reactions. Task: Predict the reaction yield, written as a fraction of the theoretical maximum amount of product (1.0 means a 100% yield; for example, 0.34 means a 34% yield). The reactants are [CH2:1]([O:3][C:4]([C:6]1[O:7][C:8]2[CH:14]=[CH:13][C:12]([N:15]3[CH2:20][CH2:19][N:18]([C:21](=O)[C:22](F)(F)F)[CH2:17][CH2:16]3)=[C:11]([CH3:27])[C:9]=2[CH:10]=1)=[O:5])[CH3:2].C(N(CC)CC)C.[Cl:35][C:36]1[CH:43]=[CH:42][CH:41]=[C:40]([Cl:44])C=1CBr.C(OCC)(=O)C.CCCCCC. The catalyst is C1COCC1. The product is [CH2:1]([O:3][C:4]([C:6]1[O:7][C:8]2[CH:14]=[CH:13][C:12]([N:15]3[CH2:20][CH2:19][N:18]([CH2:21][C:22]4[C:36]([Cl:35])=[CH:43][CH:42]=[CH:41][C:40]=4[Cl:44])[CH2:17][CH2:16]3)=[C:11]([CH3:27])[C:9]=2[CH:10]=1)=[O:5])[CH3:2]. The yield is 0.780.